Dataset: Experimentally validated miRNA-target interactions with 360,000+ pairs, plus equal number of negative samples. Task: Binary Classification. Given a miRNA mature sequence and a target amino acid sequence, predict their likelihood of interaction. (1) The miRNA is mmu-miR-26a-1-3p with sequence CCUAUUCUUGGUUACUUGCACG. The protein sequence of the target gene is MEEGHGLDLTYITERIIAVSFPAGCSEESYLHNLQEVTRMLKSKHGDNYLVLNLSEKRYDLTKLNPKIMDVGWPELHAPPLDKMCTICKAQESWLNSNLQHVVVIHCRGGKGRIGVVISSYMHFTNVSASADQALDRFAMKKFYDDKVSALMQPSQKRYVQFLSGLLSGSVKMNASPLFLHFVILHGTPNFDTGGVCRPFLKLYQAMQPVYTSGIYNVGPENPSRICIVIEPAQLLKGDVMVKCYHKKYRSATRDVIFRLQFHTGAVQGYGLVFGKEDLDNASKDDRFPDYGKVELVFSA.... Result: 0 (no interaction). (2) The miRNA is hsa-miR-6883-5p with sequence AGGGAGGGUGUGGUAUGGAUGU. The protein sequence of the target gene is MAEGERQPPPDSSEEAPPATQNFIIPKKEIHTVPDMGKWKRSQAYADYIGFILTLNEGVKGKKLTFEYRVSEMWNEVHEEKEQAAKQSVSCDECIPLPRAGHCAPSEAIEKLVALLNTLDRWIDETPPVDQPSRFGNKAYRTWYAKLDEEAENLVATVVPTHLAAAVPEVAVYLKESVGNSTRIDYGTGHEAAFAAFLCCLCKIGVLRVDDQIAIVFKVFNRYLEVMRKLQKTYRMEPAGSQGVWGLDDFQFLPFIWGSSQLIDHPYLEPRHFVDEKAVNENHKDYMFLECILFITEMKT.... Result: 1 (interaction). (3) The miRNA is hsa-miR-6513-3p with sequence UCAAGUGUCAUCUGUCCCUAG. The protein sequence of the target gene is MNQADKNQEIPSYLSDEPPEGSMKDHPQQQPGMLSRVTGGIFSVTKGAVGATIGGVAWIGGKSLEVTKTAVTTVPSMGIGLVKGGVSAVAGGVTAVGSAVVNKVPLSGKKKDKSD. Result: 0 (no interaction). (4) The miRNA is hsa-miR-192-3p with sequence CUGCCAAUUCCAUAGGUCACAG. The protein sequence of the target gene is MEPAGPCGFCPAGEVQPARYTCPRCNAPYCSLRCYRTHGTCAENFYRDQVLGELRGCSAPPSRLASALRRLRQQRETEDEPGEAGLSSGPAPGGLSGLWERLAPGEKAAFERLLSRGEAGRLLPPWRPWWWNRGAGPQLLEELDNAPGSDAAELELAPARTPPDSVKDASAAEPAAAERVLGDVPGACTPVVPTRIPAIVSLSRGPVSPLVRFQLPNVLFAYAHTLALYHGGDDALLSDFCATLLGVSGALGAQQVFASAEEALQAAAHVLEAGEHPPGPLGTRGAMHEVARILLGEGPT.... Result: 0 (no interaction). (5) The protein sequence of the target gene is MASAGSGMEEVRVSVLTPLKLVGLVCIFLALCLDLGAVLSPAWVTADHQYYLSLWESCRKPASLDIWHCESTLSSDWQIATLALLLGGAAIILIAFLVGLISICVGSRRRFYRPVAVMLFAAVVLQVCSLVLYPIKFIETVSLKIYHEFNWGYGLAWGATIFSFGGAILYCLNPKNYEDYY. The miRNA is hsa-miR-6746-5p with sequence CCGGGAGAAGGAGGUGGCCUGG. Result: 0 (no interaction). (6) The miRNA is hsa-miR-3186-3p with sequence UCACGCGGAGAGAUGGCUUUG. The protein sequence of the target gene is MRTTKVYKLVIHKKGFGGSDDELVVNPKVFPHIKLGDIVEIAHPNDEYSPLLLQVKSLKEDLQKETISVDQTVTQVFRLRPYQDVYVNVVDPKDVTLDLVELTFKDQYIGRGDMWRLKKSLVSTCAYITQKVEFAGIRAQAGELWVKNEKVMCGYISEETRVVFRSTSAMVYIFIQMSCEMWDFDIYGDLYFEKAVNGFLADLFTKWKEKNCSHEVTVVLFSRTFYDAKSIDEFPEINRASIQEDHKGRFYEDFYKVVVQNERREEWTSLLVTIKKLFIQYPVLVRLEQAGGFPQGDNST.... Result: 0 (no interaction).